From a dataset of Catalyst prediction with 721,799 reactions and 888 catalyst types from USPTO. Predict which catalyst facilitates the given reaction. (1) Reactant: [N+:1]([C:4]1[CH:20]=[CH:19][C:7]([CH2:8][C:9]2[CH:14]=[CH:13][CH:12]=[CH:11][C:10]=2[NH:15][C:16](=[O:18])[CH3:17])=[CH:6][CH:5]=1)([O-])=O. Product: [NH2:1][C:4]1[CH:20]=[CH:19][C:7]([CH2:8][C:9]2[CH:14]=[CH:13][CH:12]=[CH:11][C:10]=2[NH:15][C:16](=[O:18])[CH3:17])=[CH:6][CH:5]=1. The catalyst class is: 99. (2) Reactant: [CH2:1]([C:3](=[CH2:6])[CH:4]=[O:5])[CH3:2].[SH:7][C:8]1[CH:21]=[CH:20][CH:19]=[CH:18][C:9]=1[C:10]([C:12]1[CH:17]=[CH:16][CH:15]=[CH:14][CH:13]=1)=[O:11].C(N(CC)CC)C. Product: [C:10]([C:9]1[CH:18]=[CH:19][CH:20]=[CH:21][C:8]=1[S:7][CH2:6][CH:3]([CH2:1][CH3:2])[CH:4]=[O:5])(=[O:11])[C:12]1[CH:17]=[CH:16][CH:15]=[CH:14][CH:13]=1. The catalyst class is: 116. (3) The catalyst class is: 3. Product: [CH2:7]([O:9][C:10]1[CH:23]=[CH:22][C:13]([CH2:14][CH:15]2[S:19][C:18](=[O:20])[N:17]([CH2:25][CH2:26][NH:27][C:28](=[O:34])[O:29][C:30]([CH3:33])([CH3:32])[CH3:31])[C:16]2=[O:21])=[CH:12][CH:11]=1)[CH3:8]. Reactant: C(=O)([O-])[O-].[K+].[K+].[CH2:7]([O:9][C:10]1[CH:23]=[CH:22][C:13]([CH2:14][CH:15]2[S:19][C:18](=[O:20])[NH:17][C:16]2=[O:21])=[CH:12][CH:11]=1)[CH3:8].Br[CH2:25][CH2:26][NH:27][C:28](=[O:34])[O:29][C:30]([CH3:33])([CH3:32])[CH3:31]. (4) Reactant: [CH3:1][O:2][C:3]([C:5]1[CH:10]=[CH:9][C:8]([C@@H:11]([NH:13][C:14]([C:16]2[CH:17]=[CH:18][CH:19]=[C:20]3[C:24]=2[N:23]([CH2:25][CH:26]2[CH2:31][CH2:30][N:29](C(OC(C)(C)C)=O)[CH2:28][CH2:27]2)[CH:22]=[CH:21]3)=[O:15])[CH3:12])=[CH:7][CH:6]=1)=[O:4].C(OC(=O)C)C.[ClH:45]. Product: [ClH:45].[NH:29]1[CH2:28][CH2:27][CH:26]([CH2:25][N:23]2[C:24]3[C:20](=[CH:19][CH:18]=[CH:17][C:16]=3[C:14]([NH:13][C@H:11]([C:8]3[CH:7]=[CH:6][C:5]([C:3]([O:2][CH3:1])=[O:4])=[CH:10][CH:9]=3)[CH3:12])=[O:15])[CH:21]=[CH:22]2)[CH2:31][CH2:30]1. The catalyst class is: 1. (5) Reactant: [C:1]([O:5][C:6]([N:8]([C:10]1([C@@H:13]2[CH2:17][CH2:16][N:15]([C@H](C3C=CC=CC=3)C)[CH2:14]2)[CH2:12][CH2:11]1)[CH3:9])=[O:7])([CH3:4])([CH3:3])[CH3:2]. Product: [C:1]([O:5][C:6]([N:8]([C:10]1([C@@H:13]2[CH2:17][CH2:16][NH:15][CH2:14]2)[CH2:12][CH2:11]1)[CH3:9])=[O:7])([CH3:4])([CH3:2])[CH3:3]. The catalyst class is: 178.